This data is from Catalyst prediction with 721,799 reactions and 888 catalyst types from USPTO. The task is: Predict which catalyst facilitates the given reaction. Reactant: [NH2:1][C:2]([CH3:6])([CH3:5])[CH2:3][OH:4].[H-].[Na+].[NH2:9][C:10]1[CH:17]=[CH:16][CH:15]=[C:14](F)[C:11]=1[C:12]#[N:13]. Product: [NH2:9][C:10]1[CH:17]=[CH:16][CH:15]=[C:14]([O:4][CH2:3][C:2]([NH2:1])([CH3:6])[CH3:5])[C:11]=1[C:12]#[N:13]. The catalyst class is: 1.